From a dataset of Full USPTO retrosynthesis dataset with 1.9M reactions from patents (1976-2016). Predict the reactants needed to synthesize the given product. (1) Given the product [Br:14][C:15]1[CH:16]=[CH:17][C:18]([N+:24]([O-:26])=[O:25])=[C:19]([C:21](=[O:23])[CH3:22])[CH:20]=1, predict the reactants needed to synthesize it. The reactants are: CC(C)=O.OS(O)(=O)=O.O=[Cr](=O)=O.[Br:14][C:15]1[CH:16]=[CH:17][C:18]([N+:24]([O-:26])=[O:25])=[C:19]([CH:21]([OH:23])[CH3:22])[CH:20]=1. (2) Given the product [Cl:1][C:2]1[C:3]([N:8]2[CH2:17][CH2:16][C:15]3[C:14]([NH:18][C:19]4[CH:28]=[C:27]5[C:22]([C:23]([CH3:33])([CH3:32])[CH2:24][CH2:25][NH:26]5)=[CH:21][CH:20]=4)=[N:13][CH:12]=[N:11][C:10]=3[CH2:9]2)=[N:4][CH:5]=[CH:6][CH:7]=1, predict the reactants needed to synthesize it. The reactants are: [Cl:1][C:2]1[C:3]([N:8]2[CH2:17][CH2:16][C:15]3[C:14]([NH:18][C:19]4[CH:28]=[C:27]5[C:22]([C:23]([CH3:33])([CH3:32])[CH2:24][CH2:25][N:26]5C(=O)C)=[CH:21][CH:20]=4)=[N:13][CH:12]=[N:11][C:10]=3[CH2:9]2)=[N:4][CH:5]=[CH:6][CH:7]=1.Cl.C([O-])(O)=O.[Na+]. (3) Given the product [CH:1]1([NH2:13])[C:11]2=[C:12]3[C:7](=[CH:8][CH:9]=[CH:10]2)[CH2:6][CH2:5][CH2:4][CH:3]3[CH2:2]1, predict the reactants needed to synthesize it. The reactants are: [C:1]1(=[N:13]O)[C:11]2=[C:12]3[C:7](=[CH:8][CH:9]=[CH:10]2)[CH2:6][CH2:5][CH2:4][CH:3]3[CH2:2]1.[H-].[H-].COCCO[Al+]OCCOC.[Na+]. (4) The reactants are: [F:1][CH:2]([F:40])[C:3]1[CH:12]=[C:11]2[C:6]([CH2:7][CH2:8][CH2:9][N:10]2[C:13]2[C:17]3[CH2:18][N:19]([C:22]([NH:24][CH3:25])=[O:23])[CH2:20][CH2:21][C:16]=3[N:15](COCC[Si](C)(C)C)[N:14]=2)=[CH:5][C:4]=1[C:34]1[CH:35]=[N:36][N:37]([CH3:39])[CH:38]=1.FC(F)(F)C(O)=O. Given the product [F:40][CH:2]([F:1])[C:3]1[CH:12]=[C:11]2[C:6]([CH2:7][CH2:8][CH2:9][N:10]2[C:13]2[C:17]3[CH2:18][N:19]([C:22]([NH:24][CH3:25])=[O:23])[CH2:20][CH2:21][C:16]=3[NH:15][N:14]=2)=[CH:5][C:4]=1[C:34]1[CH:35]=[N:36][N:37]([CH3:39])[CH:38]=1, predict the reactants needed to synthesize it. (5) Given the product [Cl:1][C:2]1[CH:3]=[CH:4][C:5]([C:38]#[N:39])=[C:6]([C:8]2[C:13]([O:14][CH3:15])=[CH:12][N:11]([CH:16]([CH:34]([CH3:36])[CH3:35])[C:17]([NH:19][C:20]3[CH:21]=[CH:22][C:23]4[N:27]=[C:26]([C:28]([OH:30])=[O:29])[NH:25][C:24]=4[CH:33]=3)=[O:18])[C:10](=[O:37])[CH:9]=2)[CH:7]=1, predict the reactants needed to synthesize it. The reactants are: [Cl:1][C:2]1[CH:3]=[CH:4][C:5]([C:38]#[N:39])=[C:6]([C:8]2[C:13]([O:14][CH3:15])=[CH:12][N:11]([CH:16]([CH:34]([CH3:36])[CH3:35])[C:17]([NH:19][C:20]3[CH:21]=[CH:22][C:23]4[N:27]=[C:26]([C:28]([O:30]CC)=[O:29])[NH:25][C:24]=4[CH:33]=3)=[O:18])[C:10](=[O:37])[CH:9]=2)[CH:7]=1.[OH-].[Li+].